Dataset: Full USPTO retrosynthesis dataset with 1.9M reactions from patents (1976-2016). Task: Predict the reactants needed to synthesize the given product. (1) Given the product [F:61][C:57]1[C:55]2[N:56]=[C:52]([NH:31][C@H:32]3[CH2:36][CH2:35][CH2:34][C@@H:33]3[NH:37][C:38](=[O:50])[C:39]3[CH:44]=[CH:43][CH:42]=[CH:41][C:40]=3[N:45]3[N:46]=[CH:47][CH:48]=[N:49]3)[S:53][C:54]=2[CH:60]=[CH:59][CH:58]=1, predict the reactants needed to synthesize it. The reactants are: O1C2C=CC=CC=2N=C1N[C@H]1CCC[C@@H]1NC(=O)C1C=CC=CC=1N1N=CC=N1.Cl.[NH2:31][C@H:32]1[CH2:36][CH2:35][CH2:34][C@@H:33]1[NH:37][C:38](=[O:50])[C:39]1[CH:44]=[CH:43][CH:42]=[CH:41][C:40]=1[N:45]1[N:49]=[CH:48][CH:47]=[N:46]1.Cl[C:52]1[S:53][C:54]2[CH:60]=[CH:59][CH:58]=[C:57]([F:61])[C:55]=2[N:56]=1. (2) Given the product [ClH:58].[F:57][C:53]1[CH:54]=[CH:55][CH:56]=[C:2]([F:1])[C:3]=1[CH2:4][O:5][C:6]([C:15]1[CH:20]=[CH:19][C:18]([C@:21]2([S:43]([C:46]3[CH:47]=[CH:48][C:49]([F:52])=[CH:50][CH:51]=3)(=[O:45])=[O:44])[CH2:25][CH2:24][N:23]([C:26]([C:28]3([CH2:41][OH:42])[CH2:29][CH2:30][NH:31][CH2:32][CH2:33]3)=[O:27])[CH2:22]2)=[CH:17][CH:16]=1)([C:7]([F:9])([F:8])[F:10])[C:11]([F:14])([F:13])[F:12], predict the reactants needed to synthesize it. The reactants are: [F:1][C:2]1[CH:56]=[CH:55][CH:54]=[C:53]([F:57])[C:3]=1[CH2:4][O:5][C:6]([C:15]1[CH:20]=[CH:19][C:18]([C@:21]2([S:43]([C:46]3[CH:51]=[CH:50][C:49]([F:52])=[CH:48][CH:47]=3)(=[O:45])=[O:44])[CH2:25][CH2:24][N:23]([C:26]([C:28]3([CH2:41][OH:42])[CH2:33][CH2:32][N:31](C(OC(C)(C)C)=O)[CH2:30][CH2:29]3)=[O:27])[CH2:22]2)=[CH:17][CH:16]=1)([C:11]([F:14])([F:13])[F:12])[C:7]([F:10])([F:9])[F:8].[ClH:58].